From a dataset of Peptide-MHC class II binding affinity with 134,281 pairs from IEDB. Regression. Given a peptide amino acid sequence and an MHC pseudo amino acid sequence, predict their binding affinity value. This is MHC class II binding data. The peptide sequence is SQDLELHWNLNGLQAY. The MHC is DRB1_1302 with pseudo-sequence DRB1_1302. The binding affinity (normalized) is 0.747.